This data is from Catalyst prediction with 721,799 reactions and 888 catalyst types from USPTO. The task is: Predict which catalyst facilitates the given reaction. (1) Reactant: [S:1]1[C:5]2[CH:6]=[CH:7][CH:8]=[CH:9][C:4]=2[N:3]=[CH:2]1.[CH2:10]([Li])[CH2:11][CH2:12]C.[CH:15](=[O:22])[C:16]1[CH:21]=[CH:20][CH:19]=[CH:18][CH:17]=1. Product: [CH:11]([O:22][CH:9]([CH3:8])[CH3:4])([CH3:12])[CH3:10].[S:1]1[C:5]2[CH:6]=[CH:7][CH:8]=[CH:9][C:4]=2[N:3]=[C:2]1[CH:15]([C:16]1[CH:21]=[CH:20][CH:19]=[CH:18][CH:17]=1)[OH:22]. The catalyst class is: 7. (2) Reactant: [CH2:1]([O:3][C:4](=[O:17])[CH:5]=[C:6]([O:8][C:9]1[CH:14]=[CH:13][C:12]([F:15])=[CH:11][C:10]=1[F:16])[CH3:7])[CH3:2].[Br:18]N1C(=O)CCC1=O. The catalyst class is: 340. Product: [CH2:1]([O:3][C:4](=[O:17])[CH:5]=[C:6]([O:8][C:9]1[CH:14]=[CH:13][C:12]([F:15])=[CH:11][C:10]=1[F:16])[CH2:7][Br:18])[CH3:2]. (3) Reactant: [Cl:1][C:2]1[CH:3]=[CH:4][C:5]([OH:12])=[C:6]([CH:11]=1)[C:7]([O:9][CH3:10])=[O:8].[Br:13]Br. Product: [Br:13][C:4]1[C:5]([OH:12])=[C:6]([CH:11]=[C:2]([Cl:1])[CH:3]=1)[C:7]([O:9][CH3:10])=[O:8]. The catalyst class is: 5. (4) Reactant: [Br:1][C:2]1[C:3]([Cl:10])=[N:4][C:5]([NH2:9])=[N:6][C:7]=1[CH3:8].[C:11]1(C)[CH:16]=[CH:15][C:14](S(O)(=O)=O)=[CH:13][CH:12]=1. Product: [Br:1][C:2]1[C:3]([Cl:10])=[N:4][C:5]([N:9]2[C:13]([CH3:14])=[CH:12][CH:11]=[C:16]2[CH3:15])=[N:6][C:7]=1[CH3:8]. The catalyst class is: 11. (5) Reactant: [F:1][C:2]1[CH:3]=[C:4]([C@H:9]2[N:14]([CH2:15][C:16]([NH:18][C:19]3[CH:20]=[C:21]4[C:34](=[CH:35][CH:36]=3)[CH2:33][C@:23]3([C:31]5[C:26](=[N:27][CH:28]=[CH:29][CH:30]=5)[NH:25][C:24]3=[O:32])[CH2:22]4)=[O:17])[C:13](=[O:37])[C:12]([CH3:39])([CH3:38])[CH2:11][CH2:10]2)[CH:5]=[C:6]([F:8])[CH:7]=1.[OH:40]OS([O-])=O.[K+].O. Product: [F:8][C:6]1[CH:5]=[C:4]([C@H:9]2[N:14]([CH2:15][C:16]([NH:18][C:19]3[CH:20]=[C:21]4[C:34](=[CH:35][CH:36]=3)[CH2:33][C@:23]3([C:31]5[C:26](=[N+:27]([O-:40])[CH:28]=[CH:29][CH:30]=5)[NH:25][C:24]3=[O:32])[CH2:22]4)=[O:17])[C:13](=[O:37])[C:12]([CH3:39])([CH3:38])[CH2:11][CH2:10]2)[CH:3]=[C:2]([F:1])[CH:7]=1. The catalyst class is: 5.